Regression. Given two drug SMILES strings and cell line genomic features, predict the synergy score measuring deviation from expected non-interaction effect. From a dataset of NCI-60 drug combinations with 297,098 pairs across 59 cell lines. (1) Drug 1: CC1=C(C=C(C=C1)NC2=NC=CC(=N2)N(C)C3=CC4=NN(C(=C4C=C3)C)C)S(=O)(=O)N.Cl. Drug 2: C1=NNC2=C1C(=O)NC=N2. Cell line: SNB-75. Synergy scores: CSS=4.71, Synergy_ZIP=-1.03, Synergy_Bliss=0.362, Synergy_Loewe=1.61, Synergy_HSA=1.70. (2) Drug 1: C1CC(C1)(C(=O)O)C(=O)O.[NH2-].[NH2-].[Pt+2]. Drug 2: CCCCCOC(=O)NC1=NC(=O)N(C=C1F)C2C(C(C(O2)C)O)O. Cell line: U251. Synergy scores: CSS=8.40, Synergy_ZIP=-0.766, Synergy_Bliss=3.29, Synergy_Loewe=-6.51, Synergy_HSA=1.29. (3) Synergy scores: CSS=19.0, Synergy_ZIP=-7.72, Synergy_Bliss=-4.98, Synergy_Loewe=-3.45, Synergy_HSA=-1.64. Drug 1: C1=CC=C(C=C1)NC(=O)CCCCCCC(=O)NO. Drug 2: CS(=O)(=O)OCCCCOS(=O)(=O)C. Cell line: UO-31. (4) Drug 1: COC1=CC(=CC(=C1O)OC)C2C3C(COC3=O)C(C4=CC5=C(C=C24)OCO5)OC6C(C(C7C(O6)COC(O7)C8=CC=CS8)O)O. Drug 2: CC=C1C(=O)NC(C(=O)OC2CC(=O)NC(C(=O)NC(CSSCCC=C2)C(=O)N1)C(C)C)C(C)C. Cell line: CAKI-1. Synergy scores: CSS=55.4, Synergy_ZIP=-3.31, Synergy_Bliss=-4.71, Synergy_Loewe=-8.18, Synergy_HSA=-2.51. (5) Drug 1: C1=NC2=C(N1)C(=S)N=C(N2)N. Drug 2: CCCCC(=O)OCC(=O)C1(CC(C2=C(C1)C(=C3C(=C2O)C(=O)C4=C(C3=O)C=CC=C4OC)O)OC5CC(C(C(O5)C)O)NC(=O)C(F)(F)F)O. Cell line: HCT-15. Synergy scores: CSS=29.2, Synergy_ZIP=-1.14, Synergy_Bliss=-1.72, Synergy_Loewe=-3.14, Synergy_HSA=-2.59. (6) Drug 1: CC1=CC2C(CCC3(C2CCC3(C(=O)C)OC(=O)C)C)C4(C1=CC(=O)CC4)C. Drug 2: CN1C(=O)N2C=NC(=C2N=N1)C(=O)N. Cell line: PC-3. Synergy scores: CSS=-1.84, Synergy_ZIP=2.03, Synergy_Bliss=3.09, Synergy_Loewe=0.542, Synergy_HSA=-0.170. (7) Drug 1: CCCCCOC(=O)NC1=NC(=O)N(C=C1F)C2C(C(C(O2)C)O)O. Drug 2: CC1=C2C(C(=O)C3(C(CC4C(C3C(C(C2(C)C)(CC1OC(=O)C(C(C5=CC=CC=C5)NC(=O)OC(C)(C)C)O)O)OC(=O)C6=CC=CC=C6)(CO4)OC(=O)C)O)C)O. Cell line: MCF7. Synergy scores: CSS=-1.60, Synergy_ZIP=-0.615, Synergy_Bliss=-3.03, Synergy_Loewe=-1.65, Synergy_HSA=-3.39.